From a dataset of Full USPTO retrosynthesis dataset with 1.9M reactions from patents (1976-2016). Predict the reactants needed to synthesize the given product. (1) Given the product [ClH:20].[CH3:1][N:2]([CH3:27])[C:3]([C:5]1[N:6]([C:21]2[CH:26]=[CH:25][CH:24]=[CH:23][CH:22]=2)[C:7]2[C:12]([C:13](=[O:19])[C:14]=1[CH2:15][NH2:16])=[CH:11][CH:10]=[C:9]([Cl:20])[CH:8]=2)=[O:4], predict the reactants needed to synthesize it. The reactants are: [CH3:1][N:2]([CH3:27])[C:3]([C:5]1[N:6]([C:21]2[CH:26]=[CH:25][CH:24]=[CH:23][CH:22]=2)[C:7]2[C:12]([C:13](=[O:19])[C:14]=1[CH2:15][N:16]=[N+]=[N-])=[CH:11][CH:10]=[C:9]([Cl:20])[CH:8]=2)=[O:4]. (2) Given the product [CH:9]([N:8]([C:12](=[O:31])/[CH:13]=[CH:14]/[C:15]1[C:23]2[C:18](=[CH:19][CH:20]=[CH:21][CH:22]=2)[N:17]([C:24]([O:26][C:27]([CH3:29])([CH3:28])[CH3:30])=[O:25])[CH:16]=1)[NH:7][C:5](=[O:6])[C:4]1[CH:32]=[CH:33][CH:34]=[C:2]([O:1][CH3:35])[CH:3]=1)([CH3:11])[CH3:10], predict the reactants needed to synthesize it. The reactants are: [OH:1][C:2]1[CH:3]=[C:4]([CH:32]=[CH:33][CH:34]=1)[C:5]([NH:7][N:8]([C:12](=[O:31])/[CH:13]=[CH:14]/[C:15]1[C:23]2[C:18](=[CH:19][CH:20]=[CH:21][CH:22]=2)[N:17]([C:24]([O:26][C:27]([CH3:30])([CH3:29])[CH3:28])=[O:25])[CH:16]=1)[CH:9]([CH3:11])[CH3:10])=[O:6].[C:35]([O-])([O-])=O.[K+].[K+].IC. (3) Given the product [Cl:24][CH2:11]/[CH:10]=[CH:9]/[C:8]#[C:7][C:1]1[CH:6]=[CH:5][CH:4]=[CH:3][CH:2]=1, predict the reactants needed to synthesize it. The reactants are: [C:1]1([C:7]#[C:8]/[CH:9]=[CH:10]/[CH2:11]O)[CH:6]=[CH:5][CH:4]=[CH:3][CH:2]=1.C(N(CC)CC)C.CS([Cl:24])(=O)=O. (4) Given the product [CH3:25][O:26][C:27]1[N:17]([CH:14]2[CH2:15][CH2:16][CH:11]([NH:10][C:2]3[NH:3][C:4]4[CH:9]=[CH:8][CH:7]=[CH:6][C:5]=4[N:1]=3)[CH2:12][CH2:13]2)[C:18]2=[N:19][CH:20]=[CH:21][CH:22]=[C:23]2[N:24]=1, predict the reactants needed to synthesize it. The reactants are: [NH:1]1[C:5]2[CH:6]=[CH:7][CH:8]=[CH:9][C:4]=2[N:3]=[C:2]1[NH:10][CH:11]1[CH2:16][CH2:15][CH:14]([NH:17][C:18]2[C:23]([NH2:24])=[CH:22][CH:21]=[CH:20][N:19]=2)[CH2:13][CH2:12]1.[CH3:25][O:26][C:27](OC)(OC)OC.C(O)(=O)CC. (5) Given the product [CH2:26]([S:32]([NH:8][C:9]1[CH:10]=[C:11]([CH2:15][CH2:16][CH2:17][NH:18][C:19](=[O:25])[O:20][C:21]([CH3:22])([CH3:23])[CH3:24])[CH:12]=[CH:13][CH:14]=1)(=[O:34])=[O:33])[CH2:27][CH2:28][CH2:29][CH2:30][CH3:31], predict the reactants needed to synthesize it. The reactants are: C1(C[NH:8][C:9]2[CH:10]=[C:11]([CH2:15][CH2:16][CH2:17][NH:18][C:19](=[O:25])[O:20][C:21]([CH3:24])([CH3:23])[CH3:22])[CH:12]=[CH:13][CH:14]=2)CCCCC1.[CH2:26]([S:32](Cl)(=[O:34])=[O:33])[CH2:27][CH2:28][CH2:29][CH2:30][CH3:31]. (6) Given the product [O:48]1[CH2:53][CH2:52][CH:51]([CH2:54][NH:55][C:14]([C:11]2[CH:10]=[C:9]([CH2:8][O:7][CH2:6][C:5]3[CH:4]=[CH:3][C:2]([CH3:1])=[CH:18][CH:17]=3)[O:13][N:12]=2)=[O:16])[CH2:50][CH2:49]1, predict the reactants needed to synthesize it. The reactants are: [CH3:1][C:2]1[CH:18]=[CH:17][C:5]([CH2:6][O:7][CH2:8][C:9]2[O:13][N:12]=[C:11]([C:14]([OH:16])=O)[CH:10]=2)=[CH:4][CH:3]=1.C(N(CC)CC)C.Cl.C(N=C=NCCCN(C)C)C.ON1C2C=CC=CC=2N=N1.[O:48]1[CH2:53][CH2:52][CH:51]([CH2:54][NH2:55])[CH2:50][CH2:49]1.